This data is from HIV replication inhibition screening data with 41,000+ compounds from the AIDS Antiviral Screen. The task is: Binary Classification. Given a drug SMILES string, predict its activity (active/inactive) in a high-throughput screening assay against a specified biological target. (1) The molecule is Nc1ccc(Oc2ccc(S(=O)(=O)c3ccc(Oc4ccc(N)cc4N)cc3)cc2)c(N)c1. The result is 0 (inactive). (2) The drug is CCCC(=O)OC(C(Cl)(Cl)Cl)P(=O)(OC)OC. The result is 0 (inactive). (3) The drug is CN1CCN(C(=S)N(C(=O)c2ccco2)C2CCCCC2)CC1. The result is 0 (inactive). (4) The drug is COP(=O)(OC)C1=c2c(C)noc2=C2C=COC2C1=O. The result is 0 (inactive). (5) The result is 0 (inactive). The drug is CCOC(=O)CNC(=O)C(CC(C)C)NC(=O)C1CCCN1C(=O)OCc1ccccc1.